Dataset: Full USPTO retrosynthesis dataset with 1.9M reactions from patents (1976-2016). Task: Predict the reactants needed to synthesize the given product. (1) Given the product [C:1]([C:3]1[N:4]=[C:5]([C:18]2[C:19]([F:25])=[CH:20][CH:21]=[CH:22][C:23]=2[F:24])[O:6][C:7]=1[NH:8][C:9]1[CH:10]=[CH:11][C:12]([C:13]([OH:15])=[O:14])=[CH:16][CH:17]=1)(=[O:27])[NH2:2], predict the reactants needed to synthesize it. The reactants are: [C:1]([C:3]1[N:4]=[C:5]([C:18]2[C:23]([F:24])=[CH:22][CH:21]=[CH:20][C:19]=2[F:25])[O:6][C:7]=1[NH:8][C:9]1[CH:17]=[CH:16][C:12]([C:13]([OH:15])=[O:14])=[CH:11][CH:10]=1)#[N:2].S(=O)(=O)(O)[OH:27]. (2) Given the product [CH3:15][O:16][CH2:17][CH2:18][CH2:19][N:20]([CH2:13][C:8]1[C:9](=[O:12])[NH:10][C:11]2[C:6]([CH:7]=1)=[CH:5][CH:4]=[CH:3][C:2]=2[CH3:1])[S:55]([C:53]1[CH:52]=[CH:51][C:50]2[N:45]([CH3:44])[CH2:46][CH2:47][O:48][C:49]=2[CH:54]=1)(=[O:56])=[O:57], predict the reactants needed to synthesize it. The reactants are: [CH3:1][C:2]1[CH:3]=[CH:4][CH:5]=[C:6]2[C:11]=1[NH:10][C:9](=[O:12])[C:8]([CH:13]=O)=[CH:7]2.[CH3:15][O:16][CH2:17][CH2:18][CH2:19][NH2:20].C(O[BH-](OC(=O)C)OC(=O)C)(=O)C.[Na+].CCN(C(C)C)C(C)C.[CH3:44][N:45]1[C:50]2[CH:51]=[CH:52][C:53]([S:55](Cl)(=[O:57])=[O:56])=[CH:54][C:49]=2[O:48][CH2:47][CH2:46]1. (3) The reactants are: [C:1]([NH:9][C@H:10]([C:12]([OH:14])=O)[CH3:11])(=[O:8])[C:2]1[CH:7]=[CH:6][CH:5]=[CH:4][CH:3]=1.C1N=CN(C(N2C=NC=C2)=O)C=1.[C:27]([O:30][CH2:31][CH3:32])(=[O:29])[CH3:28].[Li+].CC([N-]C(C)C)C. Given the product [C:1]([NH:9][CH:10]([CH3:11])[C:12](=[O:14])[CH2:28][C:27]([O:30][CH2:31][CH3:32])=[O:29])(=[O:8])[C:2]1[CH:3]=[CH:4][CH:5]=[CH:6][CH:7]=1, predict the reactants needed to synthesize it. (4) Given the product [CH3:47][N:48]([CH3:49])[C:26]([C:24]1[CH:23]=[CH:22][C:20]2[S:21][C:17]([C:12]([C:9]3[CH:10]=[CH:11][C:6]([O:5][CH2:4][C:3](=[O:30])[C:2]([CH3:32])([CH3:31])[CH3:1])=[C:7]([CH3:29])[CH:8]=3)([CH2:15][CH3:16])[CH2:13][CH3:14])=[CH:18][C:19]=2[CH:25]=1)=[O:27], predict the reactants needed to synthesize it. The reactants are: [CH3:1][C:2]([CH3:32])([CH3:31])[C:3](=[O:30])[CH2:4][O:5][C:6]1[CH:11]=[CH:10][C:9]([C:12]([C:17]2[S:21][C:20]3[CH:22]=[CH:23][C:24]([C:26](O)=[O:27])=[CH:25][C:19]=3[CH:18]=2)([CH2:15][CH3:16])[CH2:13][CH3:14])=[CH:8][C:7]=1[CH3:29].C1C=CC2N(O)N=NC=2C=1.C(Cl)CCl.[CH3:47][NH:48][CH3:49]. (5) Given the product [CH:16]1[CH:15]=[CH:14][C:13]2[C:12]3[CH:11]=[CH:10][CH:9]=[CH:8][C:7]=3[NH:6][CH2:5][C:4]=2[CH:3]=1.[CH3:1][O:2][C:3]1[CH:16]=[CH:15][CH:14]=[C:13]2[C:4]=1[CH:5]([CH3:17])[N:6]([S:56]([C:53]1[CH:52]=[CH:51][C:50]([O:49][CH3:48])=[CH:55][CH:54]=1)(=[O:58])=[O:57])[C:7]1[CH:8]=[CH:9][CH:10]=[CH:11][C:12]=12, predict the reactants needed to synthesize it. The reactants are: [CH3:1][O:2][C:3]1[C:4]2[C:13]([CH:14]=[CH:15][CH:16]=1)=[C:12]1[C:7]([CH:8]=[CH:9][CH:10]=[CH:11]1)=[N:6][C:5]=2[CH3:17].[BH4-].[Na+].FC(F)(F)C(O)=O.C1C=CC2C3C=CC=CC=3NCC=2C=1.C(N(CC)CC)C.[CH3:48][O:49][C:50]1[CH:55]=[CH:54][C:53]([S:56](Cl)(=[O:58])=[O:57])=[CH:52][CH:51]=1. (6) Given the product [Br:8][C:4]1[CH:5]=[CH:6][CH:7]=[C:2]([C:23]2[CH2:28][CH2:27][O:26][CH2:25][CH:24]=2)[N:3]=1, predict the reactants needed to synthesize it. The reactants are: Br[C:2]1[CH:7]=[CH:6][CH:5]=[C:4]([Br:8])[N:3]=1.C(=O)([O-])[O-].[K+].[K+].CC1(C)C(C)(C)OB([C:23]2[CH2:24][CH2:25][O:26][CH2:27][CH:28]=2)O1.